Dataset: Full USPTO retrosynthesis dataset with 1.9M reactions from patents (1976-2016). Task: Predict the reactants needed to synthesize the given product. Given the product [F:15][C:8]1[C:7]2[O:17][CH2:2][C@H:3]3[C@@H:4]([C:5]([OH:16])=[O:6])[C@H:13]3[C:12]=2[C:11]([F:14])=[CH:10][CH:9]=1, predict the reactants needed to synthesize it. The reactants are: Br[CH2:2][C@H:3]1[C@@H:13]2[C@H:4]1[C:5](=[O:16])[O:6][C:7]1[C:8]([F:15])=[CH:9][CH:10]=[C:11]([F:14])[C:12]=12.[OH-:17].[Na+].